The task is: Predict the product of the given reaction.. This data is from Forward reaction prediction with 1.9M reactions from USPTO patents (1976-2016). (1) Given the reactants N(OCC(C)C)=O.N[C:9]1[CH:31]=[C:30]([C:32](=[O:34])[NH2:33])[CH:29]=[CH:28][C:10]=1[O:11][C:12]1[CH:21]=[C:20]2[C:15]([CH:16]([C:22]([O:24][CH2:25][CH3:26])=[O:23])[CH2:17][CH2:18][O:19]2)=[CH:14][C:13]=1[Cl:27].O, predict the reaction product. The product is: [C:32]([C:30]1[CH:31]=[CH:9][C:10]([O:11][C:12]2[CH:21]=[C:20]3[C:15]([CH:16]([C:22]([O:24][CH2:25][CH3:26])=[O:23])[CH2:17][CH2:18][O:19]3)=[CH:14][C:13]=2[Cl:27])=[CH:28][CH:29]=1)(=[O:34])[NH2:33]. (2) Given the reactants [F:1][C:2]1[CH:7]=[C:6]([F:8])[CH:5]=[CH:4][C:3]=1[C@:9]1([CH2:17][I:18])[O:13][CH2:12][C@@H:11]([C:14](O)=[O:15])[CH2:10]1.O1CCCC1.[BH4-].[Na+].B(F)(F)F, predict the reaction product. The product is: [F:1][C:2]1[CH:7]=[C:6]([F:8])[CH:5]=[CH:4][C:3]=1[C@:9]1([CH2:17][I:18])[O:13][CH2:12][C@@H:11]([CH2:14][OH:15])[CH2:10]1. (3) Given the reactants [Cl:1][C:2]1[CH:3]=[C:4]([CH:6]=[CH:7][C:8]=1[O:9][C:10]1[CH:15]=[CH:14][CH:13]=[C:12]([NH:16][CH2:17][C:18]([CH3:21])([CH3:20])[CH3:19])[CH:11]=1)[NH2:5].Cl[C:23]1[C:24]2[N:31]([CH2:32][CH2:33][NH:34][C:35](=[O:41])OC(C)(C)C)[CH:30]=[CH:29][C:25]=2[N:26]=[CH:27][N:28]=1.Cl.C(OCC)(=O)C.[CH3:49][S:50]([CH2:53]C(O)=O)(=[O:52])=[O:51].Cl.C(N=C=NCCCN(C)C)C.ON1C2C=CC=CC=2N=N1, predict the reaction product. The product is: [Cl:1][C:2]1[CH:3]=[C:4]([NH:5][C:23]2[C:24]3[N:31]([CH2:32][CH2:33][NH:34][C:35](=[O:41])[CH2:49][S:50]([CH3:53])(=[O:52])=[O:51])[CH:30]=[CH:29][C:25]=3[N:26]=[CH:27][N:28]=2)[CH:6]=[CH:7][C:8]=1[O:9][C:10]1[CH:15]=[CH:14][CH:13]=[C:12]([NH:16][CH2:17][C:18]([CH3:21])([CH3:20])[CH3:19])[CH:11]=1.